This data is from NCI-60 drug combinations with 297,098 pairs across 59 cell lines. The task is: Regression. Given two drug SMILES strings and cell line genomic features, predict the synergy score measuring deviation from expected non-interaction effect. (1) Drug 2: CC1CC(C(C(C=C(C(C(C=CC=C(C(=O)NC2=CC(=O)C(=C(C1)C2=O)OC)C)OC)OC(=O)N)C)C)O)OC. Synergy scores: CSS=75.4, Synergy_ZIP=4.47, Synergy_Bliss=2.87, Synergy_Loewe=0.436, Synergy_HSA=5.39. Cell line: NCI-H460. Drug 1: C1CC(CCC1OC2=C(C(=CC=C2)Cl)F)(CC3=NC(=CC=C3)NC4=NC=CS4)C(=O)O. (2) Drug 1: CC=C1C(=O)NC(C(=O)OC2CC(=O)NC(C(=O)NC(CSSCCC=C2)C(=O)N1)C(C)C)C(C)C. Drug 2: COC1=C2C(=CC3=C1OC=C3)C=CC(=O)O2. Cell line: NCI-H226. Synergy scores: CSS=34.6, Synergy_ZIP=0.866, Synergy_Bliss=-0.959, Synergy_Loewe=-36.1, Synergy_HSA=-3.06. (3) Drug 1: CN(C(=O)NC(C=O)C(C(C(CO)O)O)O)N=O. Drug 2: CC1CCCC2(C(O2)CC(NC(=O)CC(C(C(=O)C(C1O)C)(C)C)O)C(=CC3=CSC(=N3)C)C)C. Cell line: OVCAR-8. Synergy scores: CSS=47.7, Synergy_ZIP=2.74, Synergy_Bliss=0.647, Synergy_Loewe=-23.8, Synergy_HSA=0.645.